From a dataset of NCI-60 drug combinations with 297,098 pairs across 59 cell lines. Regression. Given two drug SMILES strings and cell line genomic features, predict the synergy score measuring deviation from expected non-interaction effect. (1) Drug 1: COC1=C(C=C2C(=C1)N=CN=C2NC3=CC(=C(C=C3)F)Cl)OCCCN4CCOCC4. Drug 2: C1=CC=C(C(=C1)C(C2=CC=C(C=C2)Cl)C(Cl)Cl)Cl. Cell line: MDA-MB-231. Synergy scores: CSS=15.3, Synergy_ZIP=-1.88, Synergy_Bliss=1.57, Synergy_Loewe=-9.18, Synergy_HSA=2.75. (2) Drug 1: C1CCN(CC1)CCOC2=CC=C(C=C2)C(=O)C3=C(SC4=C3C=CC(=C4)O)C5=CC=C(C=C5)O. Drug 2: COC1=C2C(=CC3=C1OC=C3)C=CC(=O)O2. Cell line: K-562. Synergy scores: CSS=-8.18, Synergy_ZIP=-0.179, Synergy_Bliss=-10.0, Synergy_Loewe=-13.5, Synergy_HSA=-11.3.